This data is from Forward reaction prediction with 1.9M reactions from USPTO patents (1976-2016). The task is: Predict the product of the given reaction. (1) Given the reactants [Cl:1][CH:2]([Cl:7])[C:3](=O)[CH2:4][CH3:5].[CH3:8][C:9]1[CH:14]=[CH:13][C:12]([S:15]([NH:18][NH2:19])(=[O:17])=[O:16])=[CH:11][CH:10]=1.[C:20](O)(=O)[CH2:21]C, predict the reaction product. The product is: [Cl:1][CH:2]([Cl:7])/[C:3](=[N:19]/[NH:18][S:15]([C:12]1[CH:13]=[CH:14][C:9]([CH3:8])=[CH:10][CH:11]=1)(=[O:17])=[O:16])/[CH2:4][CH2:5][CH2:20][CH3:21]. (2) Given the reactants C(OC([N:8]1[CH2:13][CH2:12][N:11]([C:14]2[C:23]([O:24][CH3:25])=[C:22]3[C:17]([C:18](=[O:53])[C:19]([C:29]([O:31][CH2:32][CH2:33][CH2:34][CH2:35][CH:36]([P:45]([O:50]CC)([O:47]CC)=[O:46])[P:37]([O:42]CC)([O:39]CC)=[O:38])=[O:30])=[CH:20][N:21]3[CH:26]3[CH2:28][CH2:27]3)=[CH:16][C:15]=2[F:54])[CH2:10][CH:9]1[CH3:55])=O)(C)(C)C.Br[Si](C)(C)C, predict the reaction product. The product is: [CH3:55][CH:9]1[NH:8][CH2:13][CH2:12][N:11]([C:14]2[C:23]([O:24][CH3:25])=[C:22]3[C:17]([C:18](=[O:53])[C:19]([C:29]([O:31][CH2:32][CH2:33][CH2:34][CH2:35][CH:36]([P:45]([OH:47])([OH:50])=[O:46])[P:37]([OH:39])([OH:42])=[O:38])=[O:30])=[CH:20][N:21]3[CH:26]3[CH2:28][CH2:27]3)=[CH:16][C:15]=2[F:54])[CH2:10]1. (3) Given the reactants Br[C:2]1[CH:24]=[CH:23][C:5]([CH2:6][N:7]2[N:16]=[CH:15][C:14]3[C:9](=[C:10]([F:21])[CH:11]=[C:12]([C:17]([CH3:20])([CH3:19])[CH3:18])[CH:13]=3)[C:8]2=[O:22])=[C:4]([F:25])[CH:3]=1.[CH3:26][O:27][C:28]1[CH:33]=[C:32](B(O)O)[CH:31]=[CH:30][N:29]=1, predict the reaction product. The product is: [C:17]([C:12]1[CH:13]=[C:14]2[C:9](=[C:10]([F:21])[CH:11]=1)[C:8](=[O:22])[N:7]([CH2:6][C:5]1[CH:23]=[CH:24][C:2]([C:32]3[CH:31]=[CH:30][N:29]=[C:28]([O:27][CH3:26])[CH:33]=3)=[CH:3][C:4]=1[F:25])[N:16]=[CH:15]2)([CH3:20])([CH3:19])[CH3:18].